The task is: Predict the reaction yield, written as a fraction of the theoretical maximum amount of product (1.0 means a 100% yield; for example, 0.34 means a 34% yield).. This data is from Reaction yield outcomes from USPTO patents with 853,638 reactions. (1) The reactants are [CH3:1][O:2][C:3]1[CH:4]=[C:5]2[C:10](=[CH:11][C:12]=1[O:13][CH3:14])[N:9]=[CH:8][CH:7]=[C:6]2[O:15][C:16]1[CH:22]=[CH:21][C:19]([NH2:20])=[C:18]([O:23][CH3:24])[CH:17]=1.C(N(CC)CC)C.ClC(Cl)(O[C:36](=[O:42])OC(Cl)(Cl)Cl)Cl.[S:44]1[CH:48]=[CH:47][N:46]=[C:45]1[C@@H:49]([NH2:51])[CH3:50]. The catalyst is C(Cl)(Cl)Cl. The product is [CH3:1][O:2][C:3]1[CH:4]=[C:5]2[C:10](=[CH:11][C:12]=1[O:13][CH3:14])[N:9]=[CH:8][CH:7]=[C:6]2[O:15][C:16]1[CH:22]=[CH:21][C:19]([NH:20][C:36]([NH:51][C@H:49]([C:45]2[S:44][CH:48]=[CH:47][N:46]=2)[CH3:50])=[O:42])=[C:18]([O:23][CH3:24])[CH:17]=1. The yield is 0.750. (2) The reactants are [CH3:1][N:2]([S:15]([C:18]1[S:19][CH:20]=[CH:21][CH:22]=1)(=[O:17])=[O:16])[C:3]1[CH:4]=[CH:5][CH:6]=[C:7]2[C:11]=1[NH:10][C:9]([C:12]([NH2:14])=O)=[CH:8]2.COC1C=CC(P2(SP(C3C=CC(OC)=CC=3)(=S)S2)=[S:32])=CC=1. The catalyst is O1CCCC1. The product is [CH3:1][N:2]([S:15]([C:18]1[S:19][CH:20]=[CH:21][CH:22]=1)(=[O:17])=[O:16])[C:3]1[CH:4]=[CH:5][CH:6]=[C:7]2[C:11]=1[NH:10][C:9]([C:12](=[S:32])[NH2:14])=[CH:8]2. The yield is 0.930. (3) The catalyst is C1COCC1.C(Cl)Cl.O. The yield is 0.480. The reactants are [O:1]1[CH2:6][CH2:5][CH2:4][CH2:3][CH:2]1[N:7]1[C:11]2[CH:12]=[CH:13][C:14]([CH2:16]O)=[CH:15][C:10]=2[N:9]=[CH:8]1.C1(P([N:32]=[N+:33]=[N-:34])(C2C=CC=CC=2)=O)C=CC=CC=1.CCN(C(C)C)C(C)C. The product is [N:32]([CH2:16][C:14]1[CH:13]=[CH:12][C:11]2[N:7]([CH:2]3[CH2:3][CH2:4][CH2:5][CH2:6][O:1]3)[CH:8]=[N:9][C:10]=2[CH:15]=1)=[N+:33]=[N-:34]. (4) The reactants are [C:1]1([NH:11][C:12](=[S:15])[NH:13][NH2:14])[C:10]2[C:5](=[CH:6][CH:7]=[CH:8][CH:9]=2)[CH:4]=[CH:3][CH:2]=1.[OH:16][C:17]1[CH:24]=[C:23]([OH:25])[CH:22]=[CH:21][C:18]=1[CH:19]=O.S(NN)(C1C=CC(C)=CC=1)(=O)=O. The catalyst is CN(C)C=O. The product is [OH:16][C:17]1[CH:24]=[C:23]([OH:25])[CH:22]=[CH:21][C:18]=1[CH:19]=[N:14][NH:13][C:12]([NH:11][C:1]1[C:10]2[C:5](=[CH:6][CH:7]=[CH:8][CH:9]=2)[CH:4]=[CH:3][CH:2]=1)=[S:15]. The yield is 0.180. (5) The reactants are [N+:1]([C:4]1[N:9]=[CH:8][C:7]([N:10]2[CH2:15][CH2:14][NH:13][CH2:12][CH2:11]2)=[CH:6][CH:5]=1)([O-:3])=[O:2].Br[CH2:17][CH2:18][F:19].C(=O)([O-])[O-].[K+].[K+].C1COCC1. The catalyst is C(Cl)Cl.CO.O.CN(C=O)C. The product is [F:19][CH2:18][CH2:17][N:13]1[CH2:12][CH2:11][N:10]([C:7]2[CH:8]=[N:9][C:4]([N+:1]([O-:3])=[O:2])=[CH:5][CH:6]=2)[CH2:15][CH2:14]1. The yield is 0.630.